Dataset: Full USPTO retrosynthesis dataset with 1.9M reactions from patents (1976-2016). Task: Predict the reactants needed to synthesize the given product. Given the product [NH2:1][C@H:2]([C:15]([OH:17])=[O:16])[CH2:3][CH2:4][CH2:5][CH2:6][NH2:7].[F:52][C:51]([F:54])([F:53])[C:49]([OH:55])=[O:50].[CH2:25]([NH:33][CH2:34][C:35]1[C:48]2[C:43]([CH:42]=[C:41]3[C:36]=1[CH:37]=[CH:38][CH:39]=[CH:40]3)=[CH:44][CH:45]=[CH:46][CH:47]=2)[CH2:26][CH2:27][CH2:28][CH2:29][CH2:30][CH2:31][CH3:32], predict the reactants needed to synthesize it. The reactants are: [NH:1](C(OC(C)(C)C)=O)[C@H:2]([C:15]([OH:17])=[O:16])[CH2:3][CH2:4][CH2:5][CH2:6][NH:7]C(OC(C)(C)C)=O.[CH2:25]([NH:33][CH2:34][C:35]1[C:36]2[C:41]([CH:42]=[C:43]3[C:48]=1[CH:47]=[CH:46][CH:45]=[CH:44]3)=[CH:40][CH:39]=[CH:38][CH:37]=2)[CH2:26][CH2:27][CH2:28][CH2:29][CH2:30][CH2:31][CH3:32].[C:49]([OH:55])([C:51]([F:54])([F:53])[F:52])=[O:50].